Dataset: Full USPTO retrosynthesis dataset with 1.9M reactions from patents (1976-2016). Task: Predict the reactants needed to synthesize the given product. (1) The reactants are: C(O)C(O)C.[CH:6]1[CH:7]=[N:8][C:9]([N:12]2[CH2:17][CH2:16][N:15]([CH2:18][CH2:19][CH2:20][CH2:21][N:22]3[C:32](=[O:33])[CH2:31][C:26]4([CH2:30][CH2:29][CH2:28][CH2:27]4)[CH2:25][C:23]3=[O:24])[CH2:14][CH2:13]2)=[N:10][CH:11]=1.Cl. Given the product [CH:6]1[CH:11]=[N:10][C:9]([N:12]2[CH2:17][CH2:16][N:15]([CH2:18][CH2:19][CH2:20][CH2:21][N:22]3[C:32](=[O:33])[CH2:31][C:26]4([CH2:27][CH2:28][CH2:29][CH2:30]4)[CH2:25][C:23]3=[O:24])[CH2:14][CH2:13]2)=[N:8][CH:7]=1, predict the reactants needed to synthesize it. (2) The reactants are: [Cl:1][C:2]1[CH:3]=[C:4]2[C:8](=[CH:9][CH:10]=1)[NH:7][C:6]([C:11]([NH:13][C@@H:14]([C@H:21]([NH:24][C:25]([C:27]1[S:28][C:29]3[CH2:30][N:31]([CH3:36])[CH2:32][CH2:33][C:34]=3[N:35]=1)=[O:26])CO)[CH2:15][C:16]([O:18][CH2:19]C)=[O:17])=[O:12])=[CH:5]2. Given the product [ClH:1].[Cl:1][C:2]1[CH:3]=[C:4]2[C:8](=[CH:9][CH:10]=1)[NH:7][C:6]([C:11]([NH:13][C@@H:14]1[CH2:15][C:16](=[O:17])[O:18][CH2:19][C@H:21]1[NH:24][C:25]([C:27]1[S:28][C:29]3[CH2:30][N:31]([CH3:36])[CH2:32][CH2:33][C:34]=3[N:35]=1)=[O:26])=[O:12])=[CH:5]2, predict the reactants needed to synthesize it. (3) Given the product [Cl:35][C:9]1[N:10]=[C:11]([C@H:13]2[N:21]3[C:16](=[CH:17][C:18]([C:23]4[CH:28]=[C:27]([Cl:29])[CH:26]=[CH:25][C:24]=4[N:30]4[CH:34]=[N:33][N:32]=[N:31]4)=[CH:19][C:20]3=[O:22])[CH2:15][CH2:14]2)[NH:12][C:8]=1[C:5]1[CH:6]=[CH:7][C:2]([NH:1][C:36](=[O:43])[CH2:37][CH2:38][CH2:39][C:40]([OH:42])=[O:41])=[CH:3][CH:4]=1, predict the reactants needed to synthesize it. The reactants are: [NH2:1][C:2]1[CH:7]=[CH:6][C:5]([C:8]2[NH:12][C:11]([C@H:13]3[N:21]4[C:16](=[CH:17][C:18]([C:23]5[CH:28]=[C:27]([Cl:29])[CH:26]=[CH:25][C:24]=5[N:30]5[CH:34]=[N:33][N:32]=[N:31]5)=[CH:19][C:20]4=[O:22])[CH2:15][CH2:14]3)=[N:10][C:9]=2[Cl:35])=[CH:4][CH:3]=1.[C:36]1(=[O:43])[O:42][C:40](=[O:41])[CH2:39][CH2:38][CH2:37]1. (4) Given the product [O:20]=[C:19]1[NH:1][C:2]2[CH:3]=[C:4]([C:5]([OH:7])=[O:6])[CH:8]=[CH:9][C:10]=2[O:11][CH2:18]1, predict the reactants needed to synthesize it. The reactants are: [NH2:1][C:2]1[CH:3]=[C:4]([CH:8]=[CH:9][C:10]=1[OH:11])[C:5]([OH:7])=[O:6].C(=O)(O)[O-].[Na+].Br[CH2:18][C:19](Br)=[O:20]. (5) The reactants are: [Cl:1][C:2]1[CH:3]=[C:4]([C:10]2[N:11]=[C:12]([CH3:29])[C:13]3[CH:18]=[CH:17][N:16]([C:19]4[CH:28]=[CH:27][C:22]([C:23]([O:25]C)=[O:24])=[CH:21][CH:20]=4)[C:14]=3[N:15]=2)[CH:5]=[CH:6][C:7]=1[O:8][CH3:9].[OH-].[Na+].Cl. Given the product [Cl:1][C:2]1[CH:3]=[C:4]([C:10]2[N:11]=[C:12]([CH3:29])[C:13]3[CH:18]=[CH:17][N:16]([C:19]4[CH:28]=[CH:27][C:22]([C:23]([OH:25])=[O:24])=[CH:21][CH:20]=4)[C:14]=3[N:15]=2)[CH:5]=[CH:6][C:7]=1[O:8][CH3:9], predict the reactants needed to synthesize it.